From a dataset of Catalyst prediction with 721,799 reactions and 888 catalyst types from USPTO. Predict which catalyst facilitates the given reaction. Reactant: [CH3:1][O:2][C:3]1[CH:9]=[CH:8][C:7]([C:10]([F:13])([F:12])[F:11])=[CH:6][C:4]=1[NH2:5].[Br:14]N1C(=O)CCC1=O.S(=O)(O)[O-].[Na+].C(OCC)(=O)C. Product: [Br:14][C:6]1[C:7]([C:10]([F:11])([F:12])[F:13])=[CH:8][CH:9]=[C:3]([O:2][CH3:1])[C:4]=1[NH2:5]. The catalyst class is: 717.